Dataset: Full USPTO retrosynthesis dataset with 1.9M reactions from patents (1976-2016). Task: Predict the reactants needed to synthesize the given product. (1) Given the product [NH2:30][C@@H:8]([C:5]1[CH:4]=[CH:3][C:2]([F:1])=[CH:7][CH:6]=1)[C:9]([NH:10][C@@H:11]1[C:17](=[O:18])[NH:16][C:15]2[CH:19]=[CH:20][CH:21]=[CH:22][C:14]=2[O:13][C@@H:12]1[C:23]1[CH:28]=[CH:27][CH:26]=[CH:25][CH:24]=1)=[O:29], predict the reactants needed to synthesize it. The reactants are: [F:1][C:2]1[CH:7]=[CH:6][C:5]([C@H:8]([NH:30]C(=O)OC(C)(C)C)[C:9](=[O:29])[NH:10][C@@H:11]2[C:17](=[O:18])[NH:16][C:15]3[CH:19]=[CH:20][CH:21]=[CH:22][C:14]=3[O:13][C@@H:12]2[C:23]2[CH:28]=[CH:27][CH:26]=[CH:25][CH:24]=2)=[CH:4][CH:3]=1.FC(F)(F)C(O)=O. (2) Given the product [Br:11][C:6]1[CH:5]=[C:4]([C:2](=[O:3])[CH3:1])[CH:9]=[CH:8][C:7]=1[OH:10], predict the reactants needed to synthesize it. The reactants are: [CH3:1][C:2]([C:4]1[CH:5]=[CH:6][C:7]([OH:10])=[CH:8][CH:9]=1)=[O:3].[Br:11]Br.O. (3) The reactants are: C[O-].[Na+].C1COCC1.C1(C)C(S([CH2:18][N+:19]#[C-:20])(=O)=O)=CC=CC=1.[NH2:22][C:23]1[C:28]2=[C:29]([C:34]3[CH:39]=[CH:38][C:37]([NH:40][C:41]([NH:43][C:44]4[CH:49]=[C:48]([C:50]([F:53])([F:52])[F:51])[CH:47]=[CH:46][N:45]=4)=[O:42])=[C:36]([F:54])[CH:35]=3)[CH:30]=[C:31]([CH:32]=[O:33])[N:27]2[N:26]=[CH:25][N:24]=1. Given the product [NH2:22][C:23]1[C:28]2=[C:29]([C:34]3[CH:39]=[CH:38][C:37]([NH:40][C:41]([NH:43][C:44]4[CH:49]=[C:48]([C:50]([F:52])([F:51])[F:53])[CH:47]=[CH:46][N:45]=4)=[O:42])=[C:36]([F:54])[CH:35]=3)[CH:30]=[C:31]([C:32]3[O:33][CH:20]=[N:19][CH:18]=3)[N:27]2[N:26]=[CH:25][N:24]=1, predict the reactants needed to synthesize it. (4) Given the product [C:17]([O:21][C:22]([NH:24][CH2:25][C:26]([CH3:30])([CH3:29])[CH2:27][O:1][C:2]1[CH:11]=[C:10]([O:12][CH2:13][CH2:14][O:15][CH3:16])[CH:9]=[CH:8][C:3]=1[C:4]([O:6][CH3:7])=[O:5])=[O:23])([CH3:20])([CH3:19])[CH3:18], predict the reactants needed to synthesize it. The reactants are: [OH:1][C:2]1[CH:11]=[C:10]([O:12][CH2:13][CH2:14][O:15][CH3:16])[CH:9]=[CH:8][C:3]=1[C:4]([O:6][CH3:7])=[O:5].[C:17]([O:21][C:22]([NH:24][CH2:25][C:26]([CH3:30])([CH3:29])[CH2:27]O)=[O:23])([CH3:20])([CH3:19])[CH3:18]. (5) Given the product [CH:5]1[C:6]2[CH2:4][C:3]3[C:7](=[CH:5][CH:6]=[CH:1][CH:2]=3)[C:1]=2[CH:2]=[CH:3][CH:4]=1, predict the reactants needed to synthesize it. The reactants are: [C:1]1([CH3:7])[CH:6]=[CH:5][CH:4]=[CH:3][CH:2]=1.FC(F)(F)S([O-])(=O)=O. (6) Given the product [Cl:1][C:2]1[CH:3]=[C:4]([N+:9]([O-:11])=[O:10])[CH:5]=[CH:6][C:7]=1[N:19]1[CH2:20][CH2:21][C:16]2([O:15][CH2:14][CH2:13][O:12]2)[CH2:17][CH2:18]1, predict the reactants needed to synthesize it. The reactants are: [Cl:1][C:2]1[CH:3]=[C:4]([N+:9]([O-:11])=[O:10])[CH:5]=[CH:6][C:7]=1Cl.[O:12]1[C:16]2([CH2:21][CH2:20][NH:19][CH2:18][CH2:17]2)[O:15][CH2:14][CH2:13]1.